This data is from Full USPTO retrosynthesis dataset with 1.9M reactions from patents (1976-2016). The task is: Predict the reactants needed to synthesize the given product. (1) Given the product [C:1]([O:5][C:6]([N:8]1[C:13](=[O:14])[CH:12]=[C:11]([C:41]2[CH:42]=[CH:43][C:38]([O:37][CH3:36])=[CH:39][CH:40]=2)[CH2:10][C@H:9]1[C:26]([O:28][CH2:29][C:30]1[CH:35]=[CH:34][CH:33]=[CH:32][CH:31]=1)=[O:27])=[O:7])([CH3:4])([CH3:2])[CH3:3], predict the reactants needed to synthesize it. The reactants are: [C:1]([O:5][C:6]([N:8]1[C:13](=[O:14])[CH:12]=[C:11](OS(C2C=CC(C)=CC=2)(=O)=O)[CH2:10][CH:9]1[C:26]([O:28][CH2:29][C:30]1[CH:35]=[CH:34][CH:33]=[CH:32][CH:31]=1)=[O:27])=[O:7])([CH3:4])([CH3:3])[CH3:2].[CH3:36][O:37][C:38]1[CH:43]=[CH:42][C:41](B(O)O)=[CH:40][CH:39]=1.P([O-])([O-])([O-])=O.[K+].[K+].[K+]. (2) Given the product [CH3:1][O:2][C:3](=[O:22])[C:4]1[C:5](=[CH:10][C:11]([O:14][C:15]2[CH:20]=[CH:19][CH:18]=[CH:17][C:16]=2[NH:21][C:29](=[O:30])[C:28]2[CH:32]=[CH:33][CH:34]=[C:26]([O:25][C:24]([F:23])([F:35])[F:36])[CH:27]=2)=[CH:12][CH:13]=1)[C:6]([O:8][CH3:9])=[O:7], predict the reactants needed to synthesize it. The reactants are: [CH3:1][O:2][C:3](=[O:22])[C:4]1[C:5](=[CH:10][C:11]([O:14][C:15]2[CH:20]=[CH:19][CH:18]=[CH:17][C:16]=2[NH2:21])=[CH:12][CH:13]=1)[C:6]([O:8][CH3:9])=[O:7].[F:23][C:24]([F:36])([F:35])[O:25][C:26]1[CH:27]=[C:28]([CH:32]=[CH:33][CH:34]=1)[C:29](Cl)=[O:30]. (3) Given the product [NH2:51][C:47]([CH3:50])([CH3:46])[CH2:48][NH:49][C:25]([C:22]1[CH:23]=[CH:24][C:19]([C:15]2[CH:16]=[CH:17][CH:18]=[C:13]([NH:12][S:9]([C:5]3[CH:6]=[C:7]([CH3:8])[C:2]([Cl:1])=[CH:3][C:4]=3[CH3:28])(=[O:11])=[O:10])[CH:14]=2)=[CH:20][CH:21]=1)=[O:26], predict the reactants needed to synthesize it. The reactants are: [Cl:1][C:2]1[C:7]([CH3:8])=[CH:6][C:5]([S:9]([NH:12][C:13]2[CH:14]=[C:15]([C:19]3[CH:24]=[CH:23][C:22]([C:25](O)=[O:26])=[CH:21][CH:20]=3)[CH:16]=[CH:17][CH:18]=2)(=[O:11])=[O:10])=[C:4]([CH3:28])[CH:3]=1.CCN(C(C)C)C(C)C.ClC(OCC(C)C)=O.[CH3:46][C:47]([NH2:51])([CH3:50])[CH2:48][NH2:49]. (4) The reactants are: [Cl:1][C:2]1[CH:7]=[CH:6][C:5]([S:8][C:9]2[C:10]([I:14])=[N:11][NH:12][CH:13]=2)=[CH:4][CH:3]=1.C([O-])([O-])=O.[K+].[K+].I[CH2:22][CH3:23]. Given the product [Cl:1][C:2]1[CH:3]=[CH:4][C:5]([S:8][C:9]2[C:10]([I:14])=[N:11][N:12]([CH2:22][CH3:23])[CH:13]=2)=[CH:6][CH:7]=1, predict the reactants needed to synthesize it. (5) Given the product [Br:12][C:10]1[CH:11]=[C:2]([NH:1][CH:17]2[CH2:18][CH2:19][O:14][CH2:15][CH2:16]2)[C:3]([CH3:13])=[C:4]([CH:9]=1)[C:5]([O:7][CH3:8])=[O:6], predict the reactants needed to synthesize it. The reactants are: [NH2:1][C:2]1[C:3]([CH3:13])=[C:4]([CH:9]=[C:10]([Br:12])[CH:11]=1)[C:5]([O:7][CH3:8])=[O:6].[O:14]1[CH2:19][CH2:18][C:17](=O)[CH2:16][CH2:15]1.C(O[BH-](OC(=O)C)OC(=O)C)(=O)C.[Na+].C([O-])(O)=O.[Na+].